The task is: Predict the product of the given reaction.. This data is from Forward reaction prediction with 1.9M reactions from USPTO patents (1976-2016). The product is: [CH3:22][C:21]1[C:16]([N:13]2[CH2:14][CH2:15][N:10]([C:8]([C:5]3[N:6]=[N:7][C:2]([N:27]4[C@H:26]([CH2:24][CH3:25])[CH2:30][O:29][C:28]4=[O:31])=[CH:3][CH:4]=3)=[O:9])[CH2:11][CH2:12]2)=[N:17][CH:18]=[C:19]([CH3:23])[CH:20]=1. Given the reactants Cl[C:2]1[N:7]=[N:6][C:5]([C:8]([N:10]2[CH2:15][CH2:14][N:13]([C:16]3[C:21]([CH3:22])=[CH:20][C:19]([CH3:23])=[CH:18][N:17]=3)[CH2:12][CH2:11]2)=[O:9])=[CH:4][CH:3]=1.[CH2:24]([C@@H:26]1[CH2:30][O:29][C:28](=[O:31])[NH:27]1)[CH3:25], predict the reaction product.